This data is from Full USPTO retrosynthesis dataset with 1.9M reactions from patents (1976-2016). The task is: Predict the reactants needed to synthesize the given product. (1) Given the product [Br:24][CH2:5][C:4]([CH:7]1[CH2:11][CH2:10][CH2:9][O:8]1)=[O:6], predict the reactants needed to synthesize it. The reactants are: C(Cl)Cl.[C:4]([CH:7]1[CH2:11][CH2:10][CH2:9][O:8]1)(=[O:6])[CH3:5].OS(C(F)(F)F)(=O)=O.C[SiH](C)C.[Br:24]N1C(=O)CCC1=O. (2) Given the product [CH3:45][N:41]1[C:42]2[C:37](=[CH:36][C:35]([O:34][CH2:33][CH2:32][CH2:31][N:23]([CH2:22][CH2:21][NH:20][CH3:19])[CH2:24][C:25]3[CH:30]=[CH:29][N:28]=[CH:27][CH:26]=3)=[CH:44][CH:43]=2)[CH:38]=[CH:39][C:40]1=[O:46], predict the reactants needed to synthesize it. The reactants are: C(OC(=O)C)C.Cl.C(OCC)(=O)C.C(O[C:19](=O)[N:20](C)[CH2:21][CH2:22][N:23]([CH2:31][CH2:32][CH2:33][O:34][C:35]1[CH:36]=[C:37]2[C:42](=[CH:43][CH:44]=1)[N:41]([CH3:45])[C:40](=[O:46])[CH:39]=[CH:38]2)[CH2:24][C:25]1[CH:30]=[CH:29][N:28]=[CH:27][CH:26]=1)(C)(C)C.